Dataset: Full USPTO retrosynthesis dataset with 1.9M reactions from patents (1976-2016). Task: Predict the reactants needed to synthesize the given product. Given the product [Si:28]([O:35][CH2:36][C:37]1[CH:42]=[CH:41][C:40]([C:2]2[C:7]([C:8]([F:11])([F:10])[F:9])=[CH:6][C:5]([C:12]([F:15])([F:14])[F:13])=[CH:4][C:3]=2[C:16]([F:19])([F:18])[F:17])=[CH:39][N:38]=1)([C:31]([CH3:34])([CH3:33])[CH3:32])([CH3:30])[CH3:29], predict the reactants needed to synthesize it. The reactants are: I[C:2]1[C:7]([C:8]([F:11])([F:10])[F:9])=[CH:6][C:5]([C:12]([F:15])([F:14])[F:13])=[CH:4][C:3]=1[C:16]([F:19])([F:18])[F:17].[O-]P([O-])([O-])=O.[K+].[K+].[K+].[Si:28]([O:35][CH2:36][C:37]1[CH:42]=[CH:41][C:40](B2OC(C)(C)C(C)(C)O2)=[CH:39][N:38]=1)([C:31]([CH3:34])([CH3:33])[CH3:32])([CH3:30])[CH3:29].